Dataset: Antibody paratope prediction from SAbDab with 1,023 antibody chains. Task: Token-level Classification. Given an antibody amino acid sequence, predict which amino acid positions are active in antigen binding. Output is a list of indices for active paratope positions. (1) Given the antibody sequence: DIVMTQSPSSLAMSVGQKVTLSCKSSQSLLNTSNQKNYLAWYQQKPGQSPKLLVYFASTRESGVPDRFIGSGSGTDFTLTISSVQAEDLSDFFCQQHYSTPYTFGGGTKLEIK, which amino acid positions are active in antigen binding (paratope)? The paratope positions are: [30, 31, 32, 33, 34, 35]. (2) Given the antibody sequence: EVQVVESGGGLVQPKGSLKLSCVVSGSTLNNYAMNWVRQAPGKGLEWVARIRSKSNNYATYYADSVKDRFTISRDDSQSMIYLQMNNLKTEDTAMYYCVTYGNHPFAYWGQGTLVTVS, which amino acid positions are active in antigen binding (paratope)? The paratope positions are: [52, 53, 54, 85, 86, 87]. (3) Given the antibody sequence: VQLQESGPSLVKPSQTLSLTCSVTGDSITSDYWSWIRKFPGNRLEYMGYVSYSGSTYYNPSLKSRISITRDTSKNQYYLDLNSVTTEDTATYYCANWAGDYWGQGTLVTVS, which amino acid positions are active in antigen binding (paratope)? The paratope positions are: [51, 52, 81, 82, 83]. (4) Given the antibody sequence: QSVLTQPPSASGTPGQRVTISCSGSSSNIGNNGVNWYQQVPGKPPKLLIYYDDLLPSGVSDRFSGSKSGTSASLAISGLQSEDEADYYCEAWDDSLDGVVFGGGTKLTVL, which amino acid positions are active in antigen binding (paratope)? The paratope positions are: [29, 30, 96, 97]. (5) Given the antibody sequence: QSVLTQPPSVSAAPGQKVTISCSGSSSNIGNNMVSWYQQHPGTAPKLLIYENSKRPSGIPDRFSGSRSGTSATLGIIGLQTGDEAEYYCATWDGSLRTVFGGGTKLTVL, which amino acid positions are active in antigen binding (paratope)? The paratope positions are: [29, 30, 96].